From a dataset of Reaction yield outcomes from USPTO patents with 853,638 reactions. Predict the reaction yield, written as a fraction of the theoretical maximum amount of product (1.0 means a 100% yield; for example, 0.34 means a 34% yield). (1) The reactants are [F:1][C:2]1[CH:3]=[C:4]([NH2:28])[CH:5]=[CH:6][C:7]=1[O:8][C:9]1[CH:14]=[CH:13][N:12]=[C:11]2[CH:15]=[C:16]([C:18]#[C:19][CH2:20][N:21]3[CH2:26][CH2:25][N:24]([CH3:27])[CH2:23][CH2:22]3)[S:17][C:10]=12.[O:29]([C:36]1[CH:44]=[CH:43][CH:42]=[CH:41][C:37]=1[C:38](O)=[O:39])[C:30]1[CH:35]=[CH:34][CH:33]=[CH:32][CH:31]=1. No catalyst specified. The product is [F:1][C:2]1[CH:3]=[C:4]([NH:28][C:38](=[O:39])[C:37]2[CH:41]=[CH:42][CH:43]=[CH:44][C:36]=2[O:29][C:30]2[CH:35]=[CH:34][CH:33]=[CH:32][CH:31]=2)[CH:5]=[CH:6][C:7]=1[O:8][C:9]1[CH:14]=[CH:13][N:12]=[C:11]2[CH:15]=[C:16]([C:18]#[C:19][CH2:20][N:21]3[CH2:22][CH2:23][N:24]([CH3:27])[CH2:25][CH2:26]3)[S:17][C:10]=12. The yield is 0.670. (2) The reactants are Br[C:2]1[CH:3]=[CH:4][C:5]([N+:8]([O-:10])=[O:9])=[N:6][CH:7]=1.[OH:11][CH:12]1[CH2:16][CH2:15][NH:14][CH2:13]1. No catalyst specified. The product is [OH:11][CH:12]1[CH2:16][CH2:15][N:14]([C:2]2[CH:3]=[CH:4][C:5]([N+:8]([O-:10])=[O:9])=[N:6][CH:7]=2)[CH2:13]1. The yield is 0.640. (3) The reactants are Br[C:2]1[CH:7]=[CH:6][C:5]([S:8]([NH:11][CH3:12])(=[O:10])=[O:9])=[CH:4][CH:3]=1.[C:13]([C:15]1[N:19]([CH3:20])[C:18](B(O)O)=[CH:17][CH:16]=1)#[N:14].[F-].[K+].C(P(C(C)(C)C)C(C)(C)C)(C)(C)C. The catalyst is C1C=CC(/C=C/C(/C=C/C2C=CC=CC=2)=O)=CC=1.C1C=CC(/C=C/C(/C=C/C2C=CC=CC=2)=O)=CC=1.C1C=CC(/C=C/C(/C=C/C2C=CC=CC=2)=O)=CC=1.[Pd].[Pd]. The product is [C:13]([C:15]1[N:19]([CH3:20])[C:18]([C:2]2[CH:7]=[CH:6][C:5]([S:8]([NH:11][CH3:12])(=[O:10])=[O:9])=[CH:4][CH:3]=2)=[CH:17][CH:16]=1)#[N:14]. The yield is 0.250. (4) The reactants are [CH2:1]([N:8]1[C:13](=[O:14])[CH2:12][NH:11][C:10]2[N:15]=[CH:16][C:17](I)=[CH:18][C:9]1=2)[C:2]1[CH:7]=[CH:6][CH:5]=[CH:4][CH:3]=1.[CH2:20]([O:22][C:23]([C:25]1[CH:30]=[CH:29][C:28](B(O)O)=[CH:27][CH:26]=1)=[O:24])[CH3:21]. No catalyst specified. The product is [CH2:20]([O:22][C:23](=[O:24])[C:25]1[CH:30]=[CH:29][C:28]([C:17]2[CH:16]=[N:15][C:10]3[NH:11][CH2:12][C:13](=[O:14])[N:8]([CH2:1][C:2]4[CH:7]=[CH:6][CH:5]=[CH:4][CH:3]=4)[C:9]=3[CH:18]=2)=[CH:27][CH:26]=1)[CH3:21]. The yield is 0.720. (5) The reactants are [OH-].[Na+].[F:3][C:4]1[CH:20]=[CH:19][C:18]([F:21])=[CH:17][C:5]=1[CH2:6][C:7]1[O:11][N:10]=[C:9]([C:12]([O:14]CC)=[O:13])[N:8]=1.Cl. The catalyst is C(O)C. The product is [F:3][C:4]1[CH:20]=[CH:19][C:18]([F:21])=[CH:17][C:5]=1[CH2:6][C:7]1[O:11][N:10]=[C:9]([C:12]([OH:14])=[O:13])[N:8]=1. The yield is 0.920. (6) The yield is 0.420. The catalyst is C(Cl)Cl. The product is [CH3:13][C:12]([CH3:15])([CH3:14])[C@@H:10]([N:7]1[CH2:8][CH2:9][C@@:4]([C:17]2[CH:22]=[CH:21][C:20]([F:23])=[CH:19][CH:18]=2)([CH2:1][CH2:2][OH:24])[NH:5][C:6]1=[O:16])[CH3:11]. The reactants are [CH2:1]([C@:4]1([C:17]2[CH:22]=[CH:21][C:20]([F:23])=[CH:19][CH:18]=2)[CH2:9][CH2:8][N:7]([C@H:10]([C:12]([CH3:15])([CH3:14])[CH3:13])[CH3:11])[C:6](=[O:16])[NH:5]1)[CH:2]=C.[O:24]=[O+][O-].[BH4-].[Na+]. (7) The product is [Cl:7][C:8]1[CH:9]=[CH:10][C:11]2[N:12]=[C:13]([NH2:23])[N:14]=[C:15]([O:4][CH:2]([CH3:3])[CH3:1])[C:16]=2[N:17]=1. The yield is 0.670. The reactants are [CH3:1][C:2](C)([O-:4])[CH3:3].[K+].[Cl:7][C:8]1[CH:9]=[CH:10][C:11]2[N:12]=[C:13]([NH2:23])[N:14]=[C:15](N3C=NC=N3)[C:16]=2[N:17]=1.CC(O)C. The catalyst is C(Cl)Cl. (8) The reactants are [Cl:1][C:2]1[CH:10]=[C:9]([O:11][CH3:12])[C:8]([O:13][CH2:14][CH3:15])=[CH:7][C:3]=1[C:4](O)=[O:5].C(Cl)(=O)C(Cl)=O.[NH3:22]. The catalyst is ClCCl.CN(C)C=O. The product is [Cl:1][C:2]1[CH:10]=[C:9]([O:11][CH3:12])[C:8]([O:13][CH2:14][CH3:15])=[CH:7][C:3]=1[C:4]([NH2:22])=[O:5]. The yield is 0.940.